From a dataset of Forward reaction prediction with 1.9M reactions from USPTO patents (1976-2016). Predict the product of the given reaction. (1) Given the reactants [ClH:1].Cl.[NH2:3][C@@H:4]([CH2:13][CH3:14])[C@H:5]([OH:12])[C:6]([NH:8][CH:9]1[CH2:11][CH2:10]1)=[O:7].N[C@@H:16](C(C)C)CO, predict the reaction product. The product is: [ClH:1].[ClH:1].[NH2:3][C@@H:4]([CH:13]([CH3:16])[CH3:14])[C@H:5]([OH:12])[C:6]([NH:8][CH:9]1[CH2:10][CH2:11]1)=[O:7]. (2) Given the reactants [Cl:1][C:2]1[C:7]([O:8][C:9]2[CH:14]=[CH:13][C:12]([N+:15]([O-])=O)=[CH:11][C:10]=2[C:18]([F:21])([F:20])[F:19])=[CH:6][C:5]([N:22]2[C:27](=[O:28])[CH:26]=[C:25]([C:29]([F:32])([F:31])[F:30])[NH:24][C:23]2=[O:33])=[C:4]([F:34])[CH:3]=1, predict the reaction product. The product is: [Cl:1][C:2]1[C:7]([O:8][C:9]2[CH:14]=[CH:13][C:12]([NH2:15])=[CH:11][C:10]=2[C:18]([F:21])([F:19])[F:20])=[CH:6][C:5]([N:22]2[C:27](=[O:28])[CH:26]=[C:25]([C:29]([F:31])([F:30])[F:32])[NH:24][C:23]2=[O:33])=[C:4]([F:34])[CH:3]=1. (3) Given the reactants [CH2:1]([NH:3][CH2:4][CH2:5][CH2:6][C:7]([OH:9])=[O:8])[CH3:2].C(=O)([O-])[O-].[K+].[K+].[C:16](O[C:16]([O:18][C:19]([CH3:22])([CH3:21])[CH3:20])=[O:17])([O:18][C:19]([CH3:22])([CH3:21])[CH3:20])=[O:17], predict the reaction product. The product is: [C:19]([O:18][C:16]([N:3]([CH2:1][CH3:2])[CH2:4][CH2:5][CH2:6][C:7]([OH:9])=[O:8])=[O:17])([CH3:22])([CH3:21])[CH3:20]. (4) The product is: [C:1]([O:4][CH2:5][CH2:6][C:7]1[S:8][C:9]([NH2:12])=[CH:10][CH:11]=1)(=[O:3])[CH3:2]. Given the reactants [C:1]([O:4][CH2:5][CH2:6][C:7]1[S:8][C:9]([N+:12]([O-])=O)=[CH:10][CH:11]=1)(=[O:3])[CH3:2], predict the reaction product. (5) Given the reactants [C:1](=[O:22])(OC1C=CC([N+]([O-])=O)=CC=1)[O:2][CH2:3][CH2:4][N:5]1[CH2:10][CH2:9][N:8]([CH3:11])[CH2:7][CH2:6]1.CCN(C(C)C)C(C)C.[C:32]1([CH:38]2[CH2:42][CH2:41][NH:40][CH2:39]2)[CH:37]=[CH:36][CH:35]=[CH:34][CH:33]=1, predict the reaction product. The product is: [C:32]1([CH:38]2[CH2:42][CH2:41][N:40]([C:1]([O:2][CH2:3][CH2:4][N:5]3[CH2:6][CH2:7][N:8]([CH3:11])[CH2:9][CH2:10]3)=[O:22])[CH2:39]2)[CH:37]=[CH:36][CH:35]=[CH:34][CH:33]=1. (6) Given the reactants Br[C:2]1[C:10]2[N:9]3[CH2:11][CH2:12][CH2:13][NH:14][C:15](=[O:16])[C:8]3=[CH:7][C:6]=2[CH:5]=[C:4]([C:17]#[N:18])[CH:3]=1.[CH3:19][S:20]([C:23]1[CH:28]=[CH:27][C:26](B(O)O)=[CH:25][CH:24]=1)(=[O:22])=[O:21], predict the reaction product. The product is: [CH3:19][S:20]([C:23]1[CH:28]=[CH:27][C:26]([C:2]2[C:10]3[N:9]4[CH2:11][CH2:12][CH2:13][NH:14][C:15](=[O:16])[C:8]4=[CH:7][C:6]=3[CH:5]=[C:4]([C:17]#[N:18])[CH:3]=2)=[CH:25][CH:24]=1)(=[O:22])=[O:21]. (7) Given the reactants [NH2:1][C:2]1[CH:7]=[CH:6][C:5]([C:8]([OH:17])([C:13]([F:16])([F:15])[F:14])[C:9]([F:12])([F:11])[F:10])=[CH:4][CH:3]=1.[C:18]([O:24][CH2:25][CH3:26])(=[O:23])[CH2:19][C:20]([CH3:22])=[O:21].C(O)(=O)C.C([BH3-])#N.[Na+], predict the reaction product. The product is: [OH2:17].[C:8]([OH:17])([C:13]([F:16])([F:15])[F:14])=[O:21].[F:16][C:13]([F:14])([F:15])[C:8]([C:5]1[CH:4]=[CH:3][C:2]([NH:1][CH:20]([CH3:22])[CH2:19][C:18]([O:24][CH2:25][CH3:26])=[O:23])=[CH:7][CH:6]=1)([OH:17])[C:9]([F:10])([F:11])[F:12]. (8) The product is: [CH2:46]([NH:53][C:14](=[O:16])[C@@H:2]([NH:1][C:17](=[O:18])[O:19][C:20]([CH3:23])([CH3:22])[CH3:21])[CH2:3][CH2:4][CH2:5][CH2:6][NH:7][C:8](=[O:9])[C:10]([F:11])([F:12])[F:13])[C:47]1[CH:52]=[CH:51][CH:50]=[CH:49][CH:48]=1. Given the reactants [NH:1]([C:17]([O:19][C:20]([CH3:23])([CH3:22])[CH3:21])=[O:18])[C@H:2]([C:14]([OH:16])=O)[CH2:3][CH2:4][CH2:5][CH2:6][NH:7][C:8]([C:10]([F:13])([F:12])[F:11])=[O:9].N1(O)C2C=CC=CC=2N=N1.Cl.C(N=C=NCCCN(C)C)C.[CH2:46]([NH2:53])[C:47]1[CH:52]=[CH:51][CH:50]=[CH:49][CH:48]=1, predict the reaction product. (9) Given the reactants [CH3:1][C:2]1[N:7]=[CH:6][C:5]([C@@H:8]([OH:11])[CH2:9][OH:10])=[CH:4][CH:3]=1.N1C=CN=C1.[Si:17](Cl)([C:20]([CH3:23])([CH3:22])[CH3:21])([CH3:19])[CH3:18], predict the reaction product. The product is: [Si:17]([O:10][CH2:9][C@@H:8]([C:5]1[CH:6]=[N:7][C:2]([CH3:1])=[CH:3][CH:4]=1)[OH:11])([C:20]([CH3:23])([CH3:22])[CH3:21])([CH3:19])[CH3:18]. (10) Given the reactants [CH3:1][C:2]1[N:3]=[C:4]2[C:13]3[NH:12][C@H:11]([C:14]4[CH:19]=[CH:18][CH:17]=[CH:16][CH:15]=4)[C@@H:10]([OH:20])[C:9](=[O:21])[C:8]=3[CH:7]=[CH:6][N:5]2[C:22]=1[CH3:23].[BH4-].[Na+], predict the reaction product. The product is: [CH3:1][C:2]1[N:3]=[C:4]2[C:13]3[NH:12][C@H:11]([C:14]4[CH:19]=[CH:18][CH:17]=[CH:16][CH:15]=4)[C@@H:10]([OH:20])[C@H:9]([OH:21])[C:8]=3[CH:7]=[CH:6][N:5]2[C:22]=1[CH3:23].